The task is: Predict which catalyst facilitates the given reaction.. This data is from Catalyst prediction with 721,799 reactions and 888 catalyst types from USPTO. (1) Reactant: [Br:1][C:2]1[N:7]=[C:6]([OH:8])[CH:5]=[CH:4][CH:3]=1.C([O-])([O-])=O.[K+].[K+].I[CH:16]([CH3:18])[CH3:17].O. Product: [Br:1][C:2]1[CH:3]=[CH:4][CH:5]=[C:6]([O:8][CH:16]([CH3:18])[CH3:17])[N:7]=1. The catalyst class is: 3. (2) Reactant: CCN=C=NCCCN(C)C.[O:12]=[C:13]1[N:17]([CH:18]([C:22]2[CH:27]=[CH:26][CH:25]=[CH:24][CH:23]=2)[C:19]([OH:21])=O)[C:16]2[CH:28]=[CH:29][CH:30]=[CH:31][C:15]=2[NH:14]1.C1C=CC2N(O)N=NC=2C=1.[N:42]1[CH:47]=[CH:46][C:45]([N:48]2[CH2:53][CH2:52][NH:51][CH2:50][CH2:49]2)=[CH:44][CH:43]=1.C(N(C(C)C)C(C)C)C.C(=O)([O-])[O-].[K+].[K+]. Product: [O:21]=[C:19]([N:51]1[CH2:52][CH2:53][N:48]([C:45]2[CH:46]=[CH:47][N:42]=[CH:43][CH:44]=2)[CH2:49][CH2:50]1)[CH:18]([N:17]1[C:16]2[CH:28]=[CH:29][CH:30]=[CH:31][C:15]=2[NH:14][C:13]1=[O:12])[C:22]1[CH:23]=[CH:24][CH:25]=[CH:26][CH:27]=1. The catalyst class is: 4. (3) Reactant: Br[C:2]1[C:3]([O:16][C:17]2[CH:22]=[CH:21][CH:20]=[CH:19][CH:18]=2)=[C:4]2[C:9](=[CH:10][CH:11]=1)[N:8]([C:12](=[O:14])[CH3:13])[CH:7]([CH3:15])[CH2:6][CH2:5]2.[CH3:23][S:24]([C:27]1[CH:32]=[CH:31][C:30](B(O)O)=[CH:29][CH:28]=1)(=[O:26])=[O:25].C(=O)(O)[O-].[Na+]. Product: [CH3:15][CH:7]1[CH2:6][CH2:5][C:4]2[C:9](=[CH:10][CH:11]=[C:2]([C:30]3[CH:31]=[CH:32][C:27]([S:24]([CH3:23])(=[O:26])=[O:25])=[CH:28][CH:29]=3)[C:3]=2[O:16][C:17]2[CH:22]=[CH:21][CH:20]=[CH:19][CH:18]=2)[N:8]1[C:12](=[O:14])[CH3:13]. The catalyst class is: 658. (4) Product: [F:1][C:2]1[CH:16]=[CH:15][C:5]([O:6][C:7]2[CH:8]=[C:9]([CH:10]=[CH:11][CH:12]=2)[CH2:13][NH:14][CH2:26][CH2:25][CH2:24][CH2:23][C:17]2[CH:22]=[CH:21][CH:20]=[CH:19][CH:18]=2)=[CH:4][CH:3]=1. The catalyst class is: 5. Reactant: [F:1][C:2]1[CH:16]=[CH:15][C:5]([O:6][C:7]2[CH:8]=[C:9]([CH2:13][NH2:14])[CH:10]=[CH:11][CH:12]=2)=[CH:4][CH:3]=1.[C:17]1([CH2:23][CH2:24][CH2:25][CH:26]=O)[CH:22]=[CH:21][CH:20]=[CH:19][CH:18]=1.[BH4-].[Na+].